Dataset: NCI-60 drug combinations with 297,098 pairs across 59 cell lines. Task: Regression. Given two drug SMILES strings and cell line genomic features, predict the synergy score measuring deviation from expected non-interaction effect. (1) Drug 1: CC1=C(C(=O)C2=C(C1=O)N3CC4C(C3(C2COC(=O)N)OC)N4)N. Drug 2: C1CN(P(=O)(OC1)NCCCl)CCCl. Cell line: MDA-MB-435. Synergy scores: CSS=19.1, Synergy_ZIP=-5.41, Synergy_Bliss=0.00931, Synergy_Loewe=-38.7, Synergy_HSA=1.72. (2) Drug 1: CC12CCC(CC1=CCC3C2CCC4(C3CC=C4C5=CN=CC=C5)C)O. Drug 2: CCC(=C(C1=CC=CC=C1)C2=CC=C(C=C2)OCCN(C)C)C3=CC=CC=C3.C(C(=O)O)C(CC(=O)O)(C(=O)O)O. Cell line: NCIH23. Synergy scores: CSS=7.48, Synergy_ZIP=-1.28, Synergy_Bliss=2.14, Synergy_Loewe=-0.404, Synergy_HSA=0.975. (3) Drug 1: CC1=C(C=C(C=C1)NC(=O)C2=CC=C(C=C2)CN3CCN(CC3)C)NC4=NC=CC(=N4)C5=CN=CC=C5. Drug 2: C1CNP(=O)(OC1)N(CCCl)CCCl. Cell line: HCT-15. Synergy scores: CSS=4.24, Synergy_ZIP=3.10, Synergy_Bliss=8.50, Synergy_Loewe=4.55, Synergy_HSA=4.01. (4) Drug 1: C1=CN(C(=O)N=C1N)C2C(C(C(O2)CO)O)O.Cl. Drug 2: CC(C)CN1C=NC2=C1C3=CC=CC=C3N=C2N. Cell line: DU-145. Synergy scores: CSS=41.0, Synergy_ZIP=-0.379, Synergy_Bliss=-2.57, Synergy_Loewe=-3.31, Synergy_HSA=-2.63. (5) Drug 1: CC1=C(C=C(C=C1)C(=O)NC2=CC(=CC(=C2)C(F)(F)F)N3C=C(N=C3)C)NC4=NC=CC(=N4)C5=CN=CC=C5. Drug 2: C1C(C(OC1N2C=NC(=NC2=O)N)CO)O. Cell line: SK-OV-3. Synergy scores: CSS=-9.00, Synergy_ZIP=4.41, Synergy_Bliss=0.237, Synergy_Loewe=-0.182, Synergy_HSA=-6.31.